This data is from Forward reaction prediction with 1.9M reactions from USPTO patents (1976-2016). The task is: Predict the product of the given reaction. Given the reactants [Si:1]([O:8][C:9]1([C:13]2[CH:14]=[CH:15][C:16]3[C:17]4[N:25]=[CH:24][C:23]([C:26]5[N:30]([CH3:31])[N:29]=[N:28][C:27]=5[CH3:32])=[CH:22][C:18]=4[NH:19][C:20]=3[CH:21]=2)[CH2:12][O:11][CH2:10]1)([C:4]([CH3:7])([CH3:6])[CH3:5])([CH3:3])[CH3:2].[F:33][C:34]1[CH:39]=[CH:38][C:37]([C@@H:40]([CH:42]2[CH2:47][CH2:46][O:45][CH2:44][CH2:43]2)O)=[CH:36][CH:35]=1.C1(P(C2C=CC=CC=2)C2C=CC=CC=2)C=CC=CC=1.CC(OC(/N=N/C(OC(C)C)=O)=O)C, predict the reaction product. The product is: [Si:1]([O:8][C:9]1([C:13]2[CH:14]=[CH:15][C:16]3[C:17]4[N:25]=[CH:24][C:23]([C:26]5[N:30]([CH3:31])[N:29]=[N:28][C:27]=5[CH3:32])=[CH:22][C:18]=4[N:19]([C@H:40]([C:37]4[CH:36]=[CH:35][C:34]([F:33])=[CH:39][CH:38]=4)[CH:42]4[CH2:47][CH2:46][O:45][CH2:44][CH2:43]4)[C:20]=3[CH:21]=2)[CH2:10][O:11][CH2:12]1)([C:4]([CH3:7])([CH3:6])[CH3:5])([CH3:3])[CH3:2].